From a dataset of Forward reaction prediction with 1.9M reactions from USPTO patents (1976-2016). Predict the product of the given reaction. (1) Given the reactants B(Br)(Br)Br.[C:5]([NH:9][C:10](=[O:42])[C:11]1[CH:16]=[CH:15][C:14]([S:17]([N:20]2[C:28]3[C:23](=[CH:24][C:25]([O:29][CH2:30][CH3:31])=[CH:26][CH:27]=3)[C:22]([C:33]3[CH:38]=[CH:37][CH:36]=[C:35]([O:39]C)[CH:34]=3)([CH3:32])[C:21]2=[O:41])(=[O:19])=[O:18])=[CH:13][CH:12]=1)([CH3:8])([CH3:7])[CH3:6].C(N(CC)CC)C, predict the reaction product. The product is: [C:5]([NH:9][C:10](=[O:42])[C:11]1[CH:16]=[CH:15][C:14]([S:17]([N:20]2[C:28]3[C:23](=[CH:24][C:25]([O:29][CH2:30][CH3:31])=[CH:26][CH:27]=3)[C:22]([C:33]3[CH:38]=[CH:37][CH:36]=[C:35]([OH:39])[CH:34]=3)([CH3:32])[C:21]2=[O:41])(=[O:19])=[O:18])=[CH:13][CH:12]=1)([CH3:6])([CH3:7])[CH3:8]. (2) Given the reactants [CH2:1]([O:8][C:9]1[C:14](=[O:15])[CH:13]=[C:12]([CH2:16][NH:17][S:18]([C:21]2[CH:22]=[C:23]([CH3:27])[CH:24]=[CH:25][CH:26]=2)(=[O:20])=[O:19])[N:11]([CH3:28])[C:10]=1[C:29](O)=[O:30])[C:2]1[CH:7]=[CH:6][CH:5]=[CH:4][CH:3]=1.[CH3:32][NH:33]C(C1N(C)C(C(S(C2C=CC=CC=2)(=O)=O)N)=CC(=O)C=1OCC1C=CC=CC=1)=O, predict the reaction product. The product is: [CH3:32][NH:33][C:29]([C:10]1[N:11]([CH3:28])[C:12]([CH2:16][NH:17][S:18]([C:21]2[CH:22]=[C:23]([CH3:27])[CH:24]=[CH:25][CH:26]=2)(=[O:20])=[O:19])=[CH:13][C:14](=[O:15])[C:9]=1[O:8][CH2:1][C:2]1[CH:3]=[CH:4][CH:5]=[CH:6][CH:7]=1)=[O:30]. (3) Given the reactants [CH:1]1([C:4]2[N:9]=[C:8]([NH:10][C:11]3[CH:16]=[C:15](B4OC(C)(C)C(C)(C)O4)[CH:14]=[CH:13][N:12]=3)[CH:7]=[CH:6][N:5]=2)[CH2:3][CH2:2]1.C([O-])([O-])=O.[K+].[K+].Br[C:33]1[CH:34]=[C:35]([NH:40][C:41]([N:43]2[CH2:46][C:45]([F:48])([F:47])[CH2:44]2)=[O:42])[C:36]([CH3:39])=[N:37][CH:38]=1, predict the reaction product. The product is: [CH:1]1([C:4]2[N:9]=[C:8]([NH:10][C:11]3[CH:16]=[C:15]([C:33]4[CH:38]=[N:37][C:36]([CH3:39])=[C:35]([NH:40][C:41]([N:43]5[CH2:46][C:45]([F:47])([F:48])[CH2:44]5)=[O:42])[CH:34]=4)[CH:14]=[CH:13][N:12]=3)[CH:7]=[CH:6][N:5]=2)[CH2:2][CH2:3]1. (4) Given the reactants [S:1]1[C:5]2[CH:6]=[CH:7][CH:8]=[CH:9][C:4]=2[N:3]=[C:2]1[NH:10][C:11]1[CH:16]=[CH:15][C:14]([OH:17])=[CH:13][CH:12]=1.Cl[C:19]1[C:20]([C:25]2([C:31]#[N:32])[CH2:30][CH2:29][O:28][CH2:27][CH2:26]2)=[N:21][CH:22]=[CH:23][N:24]=1.C(=O)([O-])[O-].[Cs+].[Cs+], predict the reaction product. The product is: [S:1]1[C:5]2[CH:6]=[CH:7][CH:8]=[CH:9][C:4]=2[N:3]=[C:2]1[NH:10][C:11]1[CH:16]=[CH:15][C:14]([O:17][C:19]2[C:20]([C:25]3([C:31]#[N:32])[CH2:26][CH2:27][O:28][CH2:29][CH2:30]3)=[N:21][CH:22]=[CH:23][N:24]=2)=[CH:13][CH:12]=1. (5) Given the reactants [F:1][C:2]1[C:7]([F:8])=[CH:6][CH:5]=[CH:4][C:3]=1[C:9]1[N:17]=[C:12]2[CH:13]=[N:14][NH:15][CH:16]=[C:11]2[N:10]=1.Cl[CH2:19][C:20]1[O:24][N:23]=[C:22]([C:25]2[CH:30]=[CH:29][N:28]=[CH:27][C:26]=2[F:31])[CH:21]=1, predict the reaction product. The product is: [F:1][C:2]1[C:7]([F:8])=[CH:6][CH:5]=[CH:4][C:3]=1[C:9]1[N:17]=[C:12]2[CH:13]=[N:14][N:15]([CH2:19][C:20]3[O:24][N:23]=[C:22]([C:25]4[CH:30]=[CH:29][N:28]=[CH:27][C:26]=4[F:31])[CH:21]=3)[CH:16]=[C:11]2[N:10]=1. (6) Given the reactants [CH2:1]([O:8][C:9]1[C:14](=[O:15])[N:13]2[CH:16]=[C:17]([N:20]3[CH2:25][CH2:24][O:23][CH2:22][CH2:21]3)[CH:18]=[CH:19][C:12]2=[N:11][C:10]=1[C:26]([NH:28][OH:29])=[NH:27])[C:2]1[CH:7]=[CH:6][CH:5]=[CH:4][CH:3]=1.[Cl:30][C:31]1[CH:32]=[C:33]([CH2:38][C:39](Cl)=O)[CH:34]=[CH:35][C:36]=1[Cl:37], predict the reaction product. The product is: [CH2:1]([O:8][C:9]1[C:14](=[O:15])[N:13]2[CH:16]=[C:17]([N:20]3[CH2:21][CH2:22][O:23][CH2:24][CH2:25]3)[CH:18]=[CH:19][C:12]2=[N:11][C:10]=1[C:26]1[N:27]=[C:39]([CH2:38][C:33]2[CH:34]=[CH:35][C:36]([Cl:37])=[C:31]([Cl:30])[CH:32]=2)[O:29][N:28]=1)[C:2]1[CH:7]=[CH:6][CH:5]=[CH:4][CH:3]=1.